This data is from Drug-target binding data from BindingDB using Ki measurements. The task is: Regression. Given a target protein amino acid sequence and a drug SMILES string, predict the binding affinity score between them. We predict pKi (pKi = -log10(Ki in M); higher means stronger inhibition). Dataset: bindingdb_ki. (1) The small molecule is CSCc1cccc(C[C@H](O)/C=C/[C@H]2[C@H](O)CC(=O)[C@@H]2SCCCSCC(=O)O)c1. The target protein sequence is MAEVGGTIPRSNRELQRCVLLTTTIMSIPGVNASFSSTPERLNSPVTIPAVMFIFGVVGNLVAIVVLCKSRKEQKETTFYTLVCGLAVTDLLGTLLVSPVTIATYMKGQWPGDQALCDYSTFILLFFGLSGLSIICAMSIERYLAINHAYFYSHYVDKRLAGLTLFAIYASNVLFCALPNMGLGRSERQYPGTWCFIDWTTNVTAYAAFSYMYAGFSSFLILATVLCNVLVCGALLRMHRQFMRRTSLGTEQHHAAAAAAVASVACRGHAGASPALQRLSDFRRRRSFRRIAGAEIQMVILLIATSLVVLICSIPLVVRVFINQLYQPNVVKDISRNPDLQAIRIASVNPILDPWIYILLRKTVLSKAIEKIKCLFCRIGGSGRDSSAQHCSESRRTSSAMSGHSRSFLARELKEISSTSQTLLYLPDLTESSLGGRNLLPGSHGMGLTQADTTSLRTLRISETSDSSQGQDSESVLLVDEVSGSHREEPASKGNSLQVT.... The pKi is 8.2. (2) The drug is CC(C)CN(Cc1cc(Cl)c2c(c1)OCCCO2)C(=O)C(C)CNCc1ccccc1C(F)(F)F. The target protein sequence is MPPAGINMASQNKNTSFAPDLNPSQDHISSLPFNFSYSDYDLPLDGDEDMTKTQTFFAAKIVIGVALAGIMLVCGIGNFVFIAALARYKKLRNLTNLLIANLAISDFLVAIVCCPFEMDYYVVRQLSWEHGHVLCASVNYLRTVSLYVSTNALLAIAIDRYLAIVHPLKPRMNYQTASFLIALVWMVSILIAIPSAYFTTETILDIVKNQEKIFCGQIWPVDQQLYYKSYFLFVFGLEFVGPVVAMTLCYARISQELWFKAVPGFQTEQIRKRLRCRRKTVLLLMGILTAYVLCWAPFYGFTIVRDFFPTVFVKEKHYLTAFYVVECIAMSNSMINTICFVTVKNNTMKYFKKMLLLHWQPSRYGSKSSADLDLKTSGVPATEEVDCIRLK. The pKi is 7.5.